The task is: Predict which catalyst facilitates the given reaction.. This data is from Catalyst prediction with 721,799 reactions and 888 catalyst types from USPTO. (1) Reactant: [CH2:1]([N:3]([CH2:6][CH3:7])[CH2:4][CH3:5])[CH3:2].ICC.Cl.[CH3:12][O:13][C:14]1[CH:19]=[CH:18][CH:17]=[CH:16][C:15]=1[C:20]1[C:24]2[N:25]=[C:26]([NH:29][C:30]3[N:34]([CH:35]([CH3:37])[CH3:36])[N:33]=[C:32]([CH:38]4CCNCC4)[CH:31]=3)[N:27]=[CH:28][C:23]=2[S:22][C:21]=1[C:44]([NH2:46])=[O:45]. Product: [CH2:1]([N:3]1[CH2:6][CH2:7][CH:38]([C:32]2[CH:31]=[C:30]([NH:29][C:26]3[N:27]=[CH:28][C:23]4[S:22][C:21]([C:44]([NH2:46])=[O:45])=[C:20]([C:15]5[CH:16]=[CH:17][CH:18]=[CH:19][C:14]=5[O:13][CH3:12])[C:24]=4[N:25]=3)[N:34]([CH:35]([CH3:37])[CH3:36])[N:33]=2)[CH2:5][CH2:4]1)[CH3:2]. The catalyst class is: 39. (2) Reactant: [CH3:1][C:2]1[CH:7]=[CH:6][C:5]([C:8]2[N:12]([C:13]3[CH:18]=[CH:17][C:16]([NH2:19])=[CH:15][CH:14]=3)[N:11]=[C:10]([C:20]([F:23])([F:22])[F:21])[CH:9]=2)=[CH:4][CH:3]=1.C(N(CC)CC)C.[C:31](Cl)(=[O:34])[CH2:32][CH3:33].Cl. Product: [CH3:1][C:2]1[CH:3]=[CH:4][C:5]([C:8]2[N:12]([C:13]3[CH:18]=[CH:17][C:16]([NH:19][C:31](=[O:34])[CH2:32][CH3:33])=[CH:15][CH:14]=3)[N:11]=[C:10]([C:20]([F:23])([F:21])[F:22])[CH:9]=2)=[CH:6][CH:7]=1. The catalyst class is: 2. (3) Reactant: [C:1](#[N:4])[CH:2]=C.[CH3:5][NH:6][CH2:7][CH2:8][C:9]1[CH:14]=[CH:13][CH:12]=[CH:11][N:10]=1. Product: [N:10]1[CH:11]=[CH:12][CH:13]=[CH:14][C:9]=1[CH2:8][CH2:7][NH:6][CH2:5][CH2:2][C:1]#[N:4]. The catalyst class is: 5. (4) Reactant: [Cl:1][C:2]1[CH:3]=[C:4]([NH:19][C:20]2[C:30]3[CH:29]=[C:28](C(O)=O)[CH2:27][CH2:26][NH:25][C:24]=3[N:23]=[CH:22][N:21]=2)[CH:5]=[CH:6][C:7]=1[O:8][C:9]1[CH:14]=[CH:13][CH:12]=[C:11]([C:15]([F:18])([F:17])[F:16])[CH:10]=1.C1(P([N:48]=[N+]=[N-])(C2C=CC=CC=2)=O)C=CC=CC=1.[CH3:51][S:52]([CH2:55][CH2:56][OH:57])(=[O:54])=[O:53].[C:58](=[O:61])([O-])O.[Na+]. Product: [Cl:1][C:2]1[CH:3]=[C:4]([NH:19][C:20]2[C:30]3[CH:29]=[C:28]([NH:48][C:58](=[O:61])[O:57][CH2:56][CH2:55][S:52]([CH3:51])(=[O:54])=[O:53])[CH2:27][CH2:26][NH:25][C:24]=3[N:23]=[CH:22][N:21]=2)[CH:5]=[CH:6][C:7]=1[O:8][C:9]1[CH:14]=[CH:13][CH:12]=[C:11]([C:15]([F:18])([F:16])[F:17])[CH:10]=1. The catalyst class is: 571. (5) Reactant: [B-](F)(F)(F)F.[B-](F)(F)(F)F.C1[N+]2(CCl)CC[N+]([F:21])(CC2)C1.[CH3:22][O:23][C:24]1[CH:48]=[CH:47][C:27]([CH2:28][N:29]2[CH:33]=[C:32]([C:34]3[N:35]=[C:36]([NH:39][C:40]4[CH:45]=[CH:44][C:43]([F:46])=[CH:42][N:41]=4)[S:37][CH:38]=3)[CH:31]=[N:30]2)=[CH:26][CH:25]=1.CC1C=CC=C(C)N=1. Product: [CH3:22][O:23][C:24]1[CH:25]=[CH:26][C:27]([CH2:28][N:29]2[CH:33]=[C:32]([C:34]3[N:35]=[C:36]([NH:39][C:40]4[CH:45]=[CH:44][C:43]([F:46])=[CH:42][N:41]=4)[S:37][C:38]=3[F:21])[CH:31]=[N:30]2)=[CH:47][CH:48]=1. The catalyst class is: 3.